Dataset: Forward reaction prediction with 1.9M reactions from USPTO patents (1976-2016). Task: Predict the product of the given reaction. (1) Given the reactants C([O:3][C:4](=O)/[C:5](/[C:13]1[CH:18]=[CH:17][C:16]([S:19]([CH:22]([CH3:24])[CH3:23])(=[O:21])=[O:20])=[CH:15][CH:14]=1)=[CH:6]/[CH:7]1[CH2:12][CH2:11][CH2:10][CH2:9][CH2:8]1)C.CC(C[AlH]CC(C)C)C.C1(C)C=CC=CC=1, predict the reaction product. The product is: [CH:7]1(/[CH:6]=[C:5](\[C:13]2[CH:18]=[CH:17][C:16]([S:19]([CH:22]([CH3:24])[CH3:23])(=[O:21])=[O:20])=[CH:15][CH:14]=2)/[CH2:4][OH:3])[CH2:8][CH2:9][CH2:10][CH2:11][CH2:12]1. (2) Given the reactants [CH3:1][C:2]1[C:7]([CH2:8][OH:9])=[CH:6][CH:5]=[CH:4][N:3]=1.[Cl:10][C:11]1[C:16]([Cl:17])=[CH:15][CH:14]=[CH:13][C:12]=1[S:18]([NH:21][C:22]1[C:27](Cl)=[N:26][C:25]([Cl:29])=[CH:24][N:23]=1)(=[O:20])=[O:19], predict the reaction product. The product is: [Cl:10][C:11]1[C:16]([Cl:17])=[CH:15][CH:14]=[CH:13][C:12]=1[S:18]([NH:21][C:22]1[C:27]([O:9][CH2:8][C:7]2[C:2]([CH3:1])=[N:3][CH:4]=[CH:5][CH:6]=2)=[N:26][C:25]([Cl:29])=[CH:24][N:23]=1)(=[O:20])=[O:19].